This data is from Peptide-MHC class II binding affinity with 134,281 pairs from IEDB. The task is: Regression. Given a peptide amino acid sequence and an MHC pseudo amino acid sequence, predict their binding affinity value. This is MHC class II binding data. (1) The peptide sequence is LFDKRLSDLVDSDPE. The MHC is DRB1_0101 with pseudo-sequence DRB1_0101. The binding affinity (normalized) is 0.240. (2) The peptide sequence is ISGYNFSLGAAVKAG. The MHC is DRB1_0405 with pseudo-sequence DRB1_0405. The binding affinity (normalized) is 0.394. (3) The peptide sequence is VTYALNTITNLKVQLKK. The MHC is DRB5_0101 with pseudo-sequence DRB5_0101. The binding affinity (normalized) is 1.00. (4) The peptide sequence is DTFRKDFRVYDNFLR. The MHC is DRB1_1101 with pseudo-sequence DRB1_1101. The binding affinity (normalized) is 0.450. (5) The peptide sequence is GKSYDALATFTVNIF. The MHC is HLA-DQA10401-DQB10402 with pseudo-sequence HLA-DQA10401-DQB10402. The binding affinity (normalized) is 0.434. (6) The peptide sequence is RWFHERGYVKLEGRV. The MHC is DRB1_0701 with pseudo-sequence DRB1_0701. The binding affinity (normalized) is 0.444. (7) The peptide sequence is AGIMIFDPYGATISA. The MHC is HLA-DQA10301-DQB10302 with pseudo-sequence HLA-DQA10301-DQB10302. The binding affinity (normalized) is 0.272.